From a dataset of Peptide-MHC class II binding affinity with 134,281 pairs from IEDB. Regression. Given a peptide amino acid sequence and an MHC pseudo amino acid sequence, predict their binding affinity value. This is MHC class II binding data. (1) The peptide sequence is YDKFLANVSTVQTGK. The MHC is DRB1_0404 with pseudo-sequence DRB1_0404. The binding affinity (normalized) is 0.799. (2) The peptide sequence is PTSLLISWGHYPLHL. The MHC is HLA-DQA10301-DQB10302 with pseudo-sequence HLA-DQA10301-DQB10302. The binding affinity (normalized) is 0.268. (3) The peptide sequence is PFKYVKDRVDEVDHT. The MHC is DRB1_0301 with pseudo-sequence DRB1_0301. The binding affinity (normalized) is 0. (4) The peptide sequence is EAKYDAYVATVSEAL. The MHC is HLA-DQA10104-DQB10503 with pseudo-sequence HLA-DQA10104-DQB10503. The binding affinity (normalized) is 0.332. (5) The peptide sequence is YPIILRLGSQLSLSM. The MHC is DRB1_0101 with pseudo-sequence DRB1_0101. The binding affinity (normalized) is 1.00. (6) The peptide sequence is EALIHQLKINPYVLS. The MHC is DRB1_0701 with pseudo-sequence DRB1_0701. The binding affinity (normalized) is 0.469. (7) The binding affinity (normalized) is 0.533. The peptide sequence is KKWNSITVMPLLCGIGC. The MHC is DRB1_0301 with pseudo-sequence DRB1_0301. (8) The peptide sequence is CVNFNFNGLTGTGVL. The MHC is DRB1_0101 with pseudo-sequence DRB1_0101. The binding affinity (normalized) is 0.672.